This data is from Full USPTO retrosynthesis dataset with 1.9M reactions from patents (1976-2016). The task is: Predict the reactants needed to synthesize the given product. (1) Given the product [CH3:1][O:2][C:3]1[CH:22]=[CH:21][C:6]([CH2:7][N:8]2[C:12]([NH2:13])=[C:11]([C:14]3[CH:15]=[N:16][C:17]([N:23]4[CH2:27][CH2:26][CH2:25][CH2:24]4)=[CH:18][CH:19]=3)[CH:10]=[N:9]2)=[CH:5][CH:4]=1, predict the reactants needed to synthesize it. The reactants are: [CH3:1][O:2][C:3]1[CH:22]=[CH:21][C:6]([CH2:7][N:8]2[C:12]([NH2:13])=[C:11]([C:14]3[CH:15]=[N:16][C:17](F)=[CH:18][CH:19]=3)[CH:10]=[N:9]2)=[CH:5][CH:4]=1.[NH:23]1[CH2:27][CH2:26][CH2:25][CH2:24]1. (2) Given the product [CH2:1]([N:8]1[CH2:13][CH2:12][O:11][CH:10]2[CH2:14][NH:15][CH2:16][CH2:17][CH:9]12)[C:2]1[CH:3]=[CH:4][CH:5]=[CH:6][CH:7]=1, predict the reactants needed to synthesize it. The reactants are: [CH2:1]([N:8]1[CH2:13][CH2:12][O:11][C@@H:10]2[CH2:14][N:15](C(OC(C)(C)C)=O)[CH2:16][CH2:17][C@@H:9]12)[C:2]1[CH:7]=[CH:6][CH:5]=[CH:4][CH:3]=1.Cl. (3) Given the product [O:32]=[C:26]1[CH:25]([N:18]2[CH2:17][C:16]3[C:20](=[CH:21][CH:22]=[CH:23][C:15]=3[CH2:14][NH:13][C:36]([CH:33]3[CH2:35][CH2:34]3)=[O:37])[C:19]2=[O:24])[CH2:30][CH2:29][C:28](=[O:31])[NH:27]1, predict the reactants needed to synthesize it. The reactants are: N12CCCN=C1CCCCC2.Cl.[NH2:13][CH2:14][C:15]1[CH:23]=[CH:22][CH:21]=[C:20]2[C:16]=1[CH2:17][N:18]([CH:25]1[CH2:30][CH2:29][C:28](=[O:31])[NH:27][C:26]1=[O:32])[C:19]2=[O:24].[CH:33]1([C:36](Cl)=[O:37])[CH2:35][CH2:34]1.